From a dataset of Reaction yield outcomes from USPTO patents with 853,638 reactions. Predict the reaction yield, written as a fraction of the theoretical maximum amount of product (1.0 means a 100% yield; for example, 0.34 means a 34% yield). (1) The reactants are [CH2:1]([NH2:4])[C:2]#[CH:3].CCN(CC)CC.[CH3:12][C:13]([O:16][C:17](O[C:17]([O:16][C:13]([CH3:15])([CH3:14])[CH3:12])=[O:18])=[O:18])([CH3:15])[CH3:14]. The catalyst is C(Cl)Cl. The product is [C:13]([O:16][C:17](=[O:18])[NH:4][CH2:1][C:2]#[CH:3])([CH3:15])([CH3:14])[CH3:12]. The yield is 0.994. (2) The reactants are C([O:70][CH:69]1[CH:68]([O:74]C(=O)C)[CH:67]([O:78]C(=O)C)[CH:66]([C:82]([O:84]C)=[O:83])[O:65][CH:64]1N1C(COCCCCCCC2(CCCCCCOCC3N=NN([C@H:64]4[C@@H:69]([O:70]C(=O)C)[C@@H:68]([O:74]C(=O)C)[C@@H:67]([O:78]C(=O)C)[C@@H:66]([C:82]([O:84]C)=[O:83])[O:65]4)C=3)C3C=C(Br)C=CC=3C3C2=CC(Br)=CC=3)=CN=N1)(=O)C.B1(B2OC(C)(C)C(C)(C)O2)OC(C)(C)C(C)(C)[O:87]1.F[B-](F)(F)F.C1([PH+](C2CCCCC2)C2CCCCC2)CCCCC1.[F-].[Cs+]. The catalyst is [Br-].C([N+](CCCC)(CCCC)CCCC)CCC.O1CCOCC1.C1COCC1.C1C=CC(/C=C/C(/C=C/C2C=CC=CC=2)=O)=CC=1.C1C=CC(/C=C/C(/C=C/C2C=CC=CC=2)=O)=CC=1.C1C=CC(/C=C/C(/C=C/C2C=CC=CC=2)=O)=CC=1.[Pd].[Pd]. The product is [O:87]=[CH:64][C@@H:69]([C@H:68]([C@@H:67]([C@@H:66]([C:82]([OH:84])=[O:83])[OH:65])[OH:78])[OH:74])[OH:70]. The yield is 0.850. (3) The reactants are [CH3:13][C:12]([O:11][C:9](O[C:9]([O:11][C:12]([CH3:15])([CH3:14])[CH3:13])=[O:10])=[O:10])([CH3:15])[CH3:14].[NH2:16][CH2:17][CH2:18][O:19][CH2:20][CH2:21][OH:22]. The catalyst is ClCCl. The product is [OH:22][CH2:21][CH2:20][O:19][CH2:18][CH2:17][NH:16][C:9](=[O:10])[O:11][C:12]([CH3:13])([CH3:14])[CH3:15]. The yield is 0.990. (4) The reactants are [C:1]1([C:7]2[O:11][N:10]=[C:9]([C:12]3[CH:21]=[CH:20][C:15]([C:16]([O:18]C)=[O:17])=[CH:14][CH:13]=3)[CH:8]=2)[CH:6]=[CH:5][CH:4]=[CH:3][CH:2]=1.Cl.C(O)(=O)C. The catalyst is O. The product is [C:1]1([C:7]2[O:11][N:10]=[C:9]([C:12]3[CH:13]=[CH:14][C:15]([C:16]([OH:18])=[O:17])=[CH:20][CH:21]=3)[CH:8]=2)[CH:2]=[CH:3][CH:4]=[CH:5][CH:6]=1. The yield is 0.950. (5) The reactants are C([O:3][C:4]([C:6]1[C:7]([C:19]2[CH:24]=[CH:23][CH:22]=[CH:21][C:20]=2[F:25])=[N:8][C:9]([N:13]2[CH2:18][CH2:17][O:16][CH2:15][CH2:14]2)=[N:10][C:11]=1[CH3:12])=[O:5])C.[OH-].[Na+]. The catalyst is C(O)C.O. The product is [F:25][C:20]1[CH:21]=[CH:22][CH:23]=[CH:24][C:19]=1[C:7]1[C:6]([C:4]([OH:5])=[O:3])=[C:11]([CH3:12])[N:10]=[C:9]([N:13]2[CH2:18][CH2:17][O:16][CH2:15][CH2:14]2)[N:8]=1. The yield is 0.780. (6) The reactants are [CH3:1][N:2]([CH3:14])[CH2:3][CH2:4][C:5]1[CH:10]=[CH:9][C:8]([N+:11]([O-])=O)=[CH:7][CH:6]=1. The catalyst is CO.[Pd]. The product is [CH3:14][N:2]([CH3:1])[CH2:3][CH2:4][C:5]1[CH:6]=[CH:7][C:8]([NH2:11])=[CH:9][CH:10]=1. The yield is 0.860. (7) The reactants are [CH3:1][C:2]1[O:6][C:5]([C:7]2[CH:16]=[CH:15][C:14]3[C:9](=[CH:10][CH:11]=[CH:12][CH:13]=3)[CH:8]=2)=[N:4][C:3]=1[CH2:17][O:18][C:19]1[CH:35]=[CH:34][C:22]([CH2:23][O:24][C:25]2[C:30]([CH2:31][C:32]#N)=[CH:29][CH:28]=[CH:27][N:26]=2)=[CH:21][CH:20]=1.[OH-:36].[Na+].C(O)C.Cl.[OH2:42]. No catalyst specified. The product is [CH3:1][C:2]1[O:6][C:5]([C:7]2[CH:16]=[CH:15][C:14]3[C:9](=[CH:10][CH:11]=[CH:12][CH:13]=3)[CH:8]=2)=[N:4][C:3]=1[CH2:17][O:18][C:19]1[CH:20]=[CH:21][C:22]([CH2:23][O:24][C:25]2[C:30]([CH2:31][C:32]([OH:42])=[O:36])=[CH:29][CH:28]=[CH:27][N:26]=2)=[CH:34][CH:35]=1. The yield is 0.580. (8) The reactants are [CH3:1][C:2]1[C:7]([OH:8])=[C:6]([CH3:9])[CH:5]=[CH:4][N:3]=1.Br[CH2:11][C:12]([O:14][CH3:15])=[O:13].C(=O)([O-])[O-].[Cs+].[Cs+].O. The catalyst is C(#N)C. The product is [CH3:1][C:2]1[C:7]([O:8][CH2:11][C:12]([O:14][CH3:15])=[O:13])=[C:6]([CH3:9])[CH:5]=[CH:4][N:3]=1. The yield is 0.280.